Dataset: Full USPTO retrosynthesis dataset with 1.9M reactions from patents (1976-2016). Task: Predict the reactants needed to synthesize the given product. (1) Given the product [O:35]1[CH2:40][CH2:39][N:38]([C:41]2[C:46]([NH:47][C:55]3[C:64]4[C:59](=[CH:60][C:61]([F:66])=[CH:62][C:63]=4[F:65])[N:58]=[C:57]([C:67]4[CH:72]=[N:71][CH:70]=[CH:69][N:68]=4)[C:56]=3[CH3:73])=[CH:45][C:44]([N:48]3[CH2:49][CH2:50][O:51][CH2:52][CH2:53]3)=[CH:43][N:42]=2)[CH2:37][CH2:36]1, predict the reactants needed to synthesize it. The reactants are: C1(P(C2CCCCC2)C2C=CC=CC=2C2C(C(C)C)=CC(C(C)C)=CC=2C(C)C)CCCCC1.[O:35]1[CH2:40][CH2:39][N:38]([C:41]2[C:46]([NH2:47])=[CH:45][C:44]([N:48]3[CH2:53][CH2:52][O:51][CH2:50][CH2:49]3)=[CH:43][N:42]=2)[CH2:37][CH2:36]1.Cl[C:55]1[C:64]2[C:59](=[CH:60][C:61]([F:66])=[CH:62][C:63]=2[F:65])[N:58]=[C:57]([C:67]2[CH:72]=[N:71][CH:70]=[CH:69][N:68]=2)[C:56]=1[CH3:73].CC(C)([O-])C.[Na+]. (2) Given the product [CH:1]1([C:4]2[CH:9]=[CH:8][N:7]=[C:6]([NH2:11])[CH:5]=2)[CH2:3][CH2:2]1, predict the reactants needed to synthesize it. The reactants are: [CH:1]1([C:4]2[CH:9]=[CH:8][N:7]=[CH:6][CH:5]=2)[CH2:3][CH2:2]1.C[N:11](C)C1C=CC=CC=1. (3) Given the product [OH:1][C:2]1[CH:3]=[CH:4][C:5]([CH:8]2[CH2:9][CH2:10][CH:11]([CH2:14][C:15]([O:17][CH3:18])=[O:16])[CH2:12][CH2:13]2)=[CH:6][CH:7]=1, predict the reactants needed to synthesize it. The reactants are: [OH:1][C:2]1[CH:7]=[CH:6][C:5]([CH:8]2[CH2:13][CH2:12][C:11](=[CH:14][C:15]([O:17][CH3:18])=[O:16])[CH2:10][CH2:9]2)=[CH:4][CH:3]=1.[H][H]. (4) Given the product [CH3:1][O:2][C:3]1[CH:4]=[C:5]([CH:19]=[CH:20][C:21]=1[O:22][CH3:23])[CH2:6][CH:7]1[C:16]2[C:11](=[CH:12][C:13]([O:17][CH3:18])=[CH:14][CH:15]=2)[CH2:10][CH2:9][N:8]1[CH2:25][C:26]([NH:39][CH:29]1[C:38]2[C:33](=[CH:34][CH:35]=[CH:36][CH:37]=2)[CH2:32][CH2:31][CH2:30]1)=[O:27], predict the reactants needed to synthesize it. The reactants are: [CH3:1][O:2][C:3]1[CH:4]=[C:5]([CH:19]=[CH:20][C:21]=1[O:22][CH3:23])[CH2:6][CH:7]1[C:16]2[C:11](=[CH:12][C:13]([O:17][CH3:18])=[CH:14][CH:15]=2)[CH2:10][CH2:9][NH:8]1.Br[CH2:25][C:26](Br)=[O:27].[CH:29]1([NH2:39])[C:38]2[C:33](=[CH:34][CH:35]=[CH:36][CH:37]=2)[CH2:32][CH2:31][CH2:30]1.